From a dataset of Forward reaction prediction with 1.9M reactions from USPTO patents (1976-2016). Predict the product of the given reaction. (1) Given the reactants Cl.[NH2:2][CH2:3][C:4]1[CH:12]=[CH:11][CH:10]=[C:9]2[C:5]=1[C:6](=[O:22])[N:7]([CH:14]1[CH2:19][CH2:18][C:17](=[O:20])[NH:16][C:15]1=[O:21])[C:8]2=[O:13].[C:23]1([N:33]=[C:34]=[O:35])[C:32]2[C:27](=[CH:28][CH:29]=[CH:30][CH:31]=2)[CH:26]=[CH:25][CH:24]=1.C(N(C(C)C)CC)(C)C, predict the reaction product. The product is: [O:21]=[C:15]1[CH:14]([N:7]2[C:6](=[O:22])[C:5]3[C:9](=[CH:10][CH:11]=[CH:12][C:4]=3[CH2:3][NH:2][C:34]([NH:33][C:23]3[C:32]4[C:27](=[CH:28][CH:29]=[CH:30][CH:31]=4)[CH:26]=[CH:25][CH:24]=3)=[O:35])[C:8]2=[O:13])[CH2:19][CH2:18][C:17](=[O:20])[NH:16]1. (2) Given the reactants [Br:1][C:2]1[C:3]([NH:9][CH:10]2[CH2:15][CH2:14][O:13][CH2:12][CH2:11]2)=[N:4][C:5](Cl)=[N:6][CH:7]=1.[NH3:16].C(OCC)(=O)C, predict the reaction product. The product is: [Br:1][C:2]1[C:3]([NH:9][CH:10]2[CH2:15][CH2:14][O:13][CH2:12][CH2:11]2)=[N:4][C:5]([NH2:16])=[N:6][CH:7]=1. (3) Given the reactants Br[C:2]1[CH:3]=[N:4][C:5]([C:8]2[CH:13]=[CH:12][N:11]=[C:10]([CH3:14])[CH:9]=2)=[N:6][CH:7]=1.[Cl-].[C:16]([O:20][C:21](=[O:24])[CH2:22][Zn+])([CH3:19])([CH3:18])[CH3:17].CCOCC, predict the reaction product. The product is: [CH3:14][C:10]1[CH:9]=[C:8]([C:5]2[N:4]=[CH:3][C:2]([CH2:22][C:21]([O:20][C:16]([CH3:19])([CH3:18])[CH3:17])=[O:24])=[CH:7][N:6]=2)[CH:13]=[CH:12][N:11]=1. (4) Given the reactants [C:1]12[C:7](=[CH:8][CH:9]=[CH:10][CH:11]=1)[NH:6]C(=O)[O:4][C:2]2=O.[CH2:13]([CH2:15][NH2:16])[OH:14].Cl, predict the reaction product. The product is: [NH2:6][C:7]1[CH:8]=[CH:9][CH:10]=[CH:11][C:1]=1[C:2]([NH:16][CH2:15][CH2:13][OH:14])=[O:4]. (5) The product is: [NH2:8][C:9]1[CH:14]=[CH:13][CH:12]=[CH:11][C:10]=1[NH:15][C:16](=[O:31])[C:17]1[CH:22]=[CH:21][C:20]([C:23]2[C:28]([C:29]#[N:30])=[CH:27][CH:26]=[CH:25][N:24]=2)=[CH:19][CH:18]=1. Given the reactants C(OC([NH:8][C:9]1[CH:14]=[CH:13][CH:12]=[CH:11][C:10]=1[NH:15][C:16](=[O:31])[C:17]1[CH:22]=[CH:21][C:20]([C:23]2[C:28]([C:29]#[N:30])=[CH:27][CH:26]=[CH:25][N:24]=2)=[CH:19][CH:18]=1)=O)(C)(C)C.Cl, predict the reaction product. (6) Given the reactants [H-].[Al+3].[Li+].[H-].[H-].[H-].[O:7]1[CH2:11][CH2:10][C:9]([C:12](=[O:18])[C:13](OCC)=[O:14])=[CH:8]1.O.[OH-].[Na+], predict the reaction product. The product is: [O:7]1[CH2:11][CH2:10][C:9]([CH:12]([OH:18])[CH2:13][OH:14])=[CH:8]1.